Dataset: NCI-60 drug combinations with 297,098 pairs across 59 cell lines. Task: Regression. Given two drug SMILES strings and cell line genomic features, predict the synergy score measuring deviation from expected non-interaction effect. (1) Drug 1: CC1=C2C(C(=O)C3(C(CC4C(C3C(C(C2(C)C)(CC1OC(=O)C(C(C5=CC=CC=C5)NC(=O)C6=CC=CC=C6)O)O)OC(=O)C7=CC=CC=C7)(CO4)OC(=O)C)O)C)OC(=O)C. Drug 2: CC1CCC2CC(C(=CC=CC=CC(CC(C(=O)C(C(C(=CC(C(=O)CC(OC(=O)C3CCCCN3C(=O)C(=O)C1(O2)O)C(C)CC4CCC(C(C4)OC)OCCO)C)C)O)OC)C)C)C)OC. Cell line: RPMI-8226. Synergy scores: CSS=29.3, Synergy_ZIP=10.9, Synergy_Bliss=16.9, Synergy_Loewe=12.3, Synergy_HSA=12.9. (2) Drug 1: C1CC(=O)NC(=O)C1N2CC3=C(C2=O)C=CC=C3N. Drug 2: CC1C(C(=O)NC(C(=O)N2CCCC2C(=O)N(CC(=O)N(C(C(=O)O1)C(C)C)C)C)C(C)C)NC(=O)C3=C4C(=C(C=C3)C)OC5=C(C(=O)C(=C(C5=N4)C(=O)NC6C(OC(=O)C(N(C(=O)CN(C(=O)C7CCCN7C(=O)C(NC6=O)C(C)C)C)C)C(C)C)C)N)C. Cell line: OVCAR-4. Synergy scores: CSS=3.99, Synergy_ZIP=1.98, Synergy_Bliss=9.38, Synergy_Loewe=8.65, Synergy_HSA=8.47.